From a dataset of Forward reaction prediction with 1.9M reactions from USPTO patents (1976-2016). Predict the product of the given reaction. Given the reactants [Cl:1][C:2]1[N:9]=[C:8]([C:10]2[CH:15]=[CH:14][CH:13]=[CH:12][CH:11]=2)[C:7]([CH3:16])=[CH:6][C:3]=1[CH:4]=[O:5].N1C=CN=C1.[C:22]1(=[O:27])[CH2:26][CH2:25][CH:24]=[CH:23]1, predict the reaction product. The product is: [Cl:1][C:2]1[C:3]([CH:4]([OH:5])[C:23]2[C:22](=[O:27])[CH2:26][CH2:25][CH:24]=2)=[CH:6][C:7]([CH3:16])=[C:8]([C:10]2[CH:11]=[CH:12][CH:13]=[CH:14][CH:15]=2)[N:9]=1.